Dataset: Full USPTO retrosynthesis dataset with 1.9M reactions from patents (1976-2016). Task: Predict the reactants needed to synthesize the given product. (1) Given the product [CH3:9][O:10][C:11]1[CH:12]=[CH:13][C:14]([C:17]2[N:18]=[C:19]([O:4][CH2:3][C:2]([F:6])([F:5])[F:1])[O:20][C:21]=2[C:22]2[CH:34]=[CH:33][C:25]([O:26][CH2:27][CH2:28][NH:29][C:30]([NH2:32])=[O:31])=[CH:24][CH:23]=2)=[CH:15][CH:16]=1, predict the reactants needed to synthesize it. The reactants are: [F:1][C:2]([F:6])([F:5])[CH2:3][OH:4].[H-].[Na+].[CH3:9][O:10][C:11]1[CH:16]=[CH:15][C:14]([C:17]2[N:18]=[C:19](S(C)(=O)=O)[O:20][C:21]=2[C:22]2[CH:34]=[CH:33][C:25]([O:26][CH2:27][CH2:28][NH:29][C:30]([NH2:32])=[O:31])=[CH:24][CH:23]=2)=[CH:13][CH:12]=1. (2) Given the product [F:10][C:11]([C:12]1[CH:13]=[C:14]([NH2:15])[N:2]([C:4]2[CH:5]=[N:6][CH:7]=[CH:8][CH:9]=2)[N:3]=1)([F:18])[CH3:17], predict the reactants needed to synthesize it. The reactants are: Cl.[NH:2]([C:4]1[CH:5]=[N:6][CH:7]=[CH:8][CH:9]=1)[NH2:3].[F:10][C:11]([F:18])([CH3:17])[C:12](=O)[CH2:13][C:14]#[N:15]. (3) Given the product [C:20]1([C:26]2[N:31]=[C:30]([C:32]([C:34]3[CH:39]=[CH:38][CH:37]=[C:36]([C:40]4[CH:41]=[CH:42][CH:43]=[CH:44][CH:45]=4)[N:35]=3)([C:12]3[NH:11][CH:10]([C:14]4[CH:19]=[CH:18][CH:17]=[CH:16][N:15]=4)[N:9]([CH2:8][O:7][CH3:6])[CH:13]=3)[OH:33])[CH:29]=[CH:28][CH:27]=2)[CH:21]=[CH:22][CH:23]=[CH:24][CH:25]=1, predict the reactants needed to synthesize it. The reactants are: C([Li])CCC.[CH3:6][O:7][CH2:8][N:9]1[CH:13]=[CH:12][N:11]=[C:10]1[C:14]1[CH:19]=[CH:18][CH:17]=[CH:16][N:15]=1.[C:20]1([C:26]2[N:31]=[C:30]([C:32]([C:34]3[CH:39]=[CH:38][CH:37]=[C:36]([C:40]4[CH:45]=[CH:44][CH:43]=[CH:42][CH:41]=4)[N:35]=3)=[O:33])[CH:29]=[CH:28][CH:27]=2)[CH:25]=[CH:24][CH:23]=[CH:22][CH:21]=1.[Cl-].[NH4+].